Task: Binary Classification. Given a drug SMILES string, predict its activity (active/inactive) in a high-throughput screening assay against a specified biological target.. Dataset: M1 muscarinic receptor agonist screen with 61,833 compounds (1) The drug is Clc1c(N2C(NO)(C(NC2=O)(C)C)C)cccc1. The result is 0 (inactive). (2) The drug is Brc1ccc(C(=O)N2CCC(CC2)C(=O)NCC2OCCC2)cc1. The result is 0 (inactive). (3) The molecule is O=C(CN(CCc1cc(OC)c(OC)cc1)C)c1c2c([nH]c1)ccc(OC)c2. The result is 0 (inactive). (4) The compound is S(c1n(CCc2ccccc2)c(nn1)Cc1n(ccc1)C)CC(=O)Nc1cc(NC(=O)C)ccc1. The result is 0 (inactive).